Dataset: Full USPTO retrosynthesis dataset with 1.9M reactions from patents (1976-2016). Task: Predict the reactants needed to synthesize the given product. (1) Given the product [C:1]1([C:7]2[CH:12]=[C:11]([C:13]3[CH:18]=[CH:17][CH:16]=[CH:15][CH:14]=3)[N:10]=[C:9]([O:19][CH2:20][CH2:21][CH2:26][C:25]([OH:28])=[O:27])[CH:8]=2)[CH:6]=[CH:5][CH:4]=[CH:3][CH:2]=1, predict the reactants needed to synthesize it. The reactants are: [C:1]1([C:7]2[CH:12]=[C:11]([C:13]3[CH:18]=[CH:17][CH:16]=[CH:15][CH:14]=3)[N:10]=[C:9]([O:19][CH2:20][CH2:21]CC#N)[CH:8]=2)[CH:6]=[CH:5][CH:4]=[CH:3][CH:2]=1.[C:25]([OH:28])(=[O:27])[CH3:26]. (2) Given the product [CH2:1]([O:5][CH2:6][CH2:7][O:8][C:9]1[CH:14]=[CH:13][C:12]([C:15]2[CH:20]=[CH:19][C:18]([N:21]3[CH2:25][CH2:24][CH:23]([CH3:26])[CH2:22]3)=[C:17](/[CH:27]=[CH:28]/[C:29]([NH:58][C:57]3[CH:59]=[CH:60][C:54]([S@:52]([CH2:51][C:50]4[N:46]([CH2:43][CH2:44][CH3:45])[CH:47]=[N:48][CH:49]=4)=[O:53])=[CH:55][CH:56]=3)=[O:30])[CH:16]=2)=[CH:11][CH:10]=1)[CH2:2][CH2:3][CH3:4], predict the reactants needed to synthesize it. The reactants are: [CH2:1]([O:5][CH2:6][CH2:7][O:8][C:9]1[CH:14]=[CH:13][C:12]([C:15]2[CH:20]=[CH:19][C:18]([N:21]3[CH2:25][CH2:24][CH:23]([CH3:26])[CH2:22]3)=[C:17](/[CH:27]=[CH:28]/[C:29](O)=[O:30])[CH:16]=2)=[CH:11][CH:10]=1)[CH2:2][CH2:3][CH3:4].CN(C=O)C.C(Cl)(=O)C(Cl)=O.[CH2:43]([N:46]1[C:50]([CH2:51][S@@:52]([C:54]2[CH:60]=[CH:59][C:57]([NH2:58])=[CH:56][CH:55]=2)=[O:53])=[CH:49][N:48]=[CH:47]1)[CH2:44][CH3:45]. (3) Given the product [O:15]1[C:23]2[CH2:24][CH2:25][CH2:26][CH2:27][C:22]=2[C:2]([C@@H:3]2[CH2:4][CH2:5][C@H:6]([C:9]([OH:11])=[O:10])[CH2:7][CH2:8]2)=[N:14]1, predict the reactants needed to synthesize it. The reactants are: Cl[C:2](=[N:14][OH:15])[C@H:3]1[CH2:8][CH2:7][C@H:6]([C:9]([O:11]CC)=[O:10])[CH2:5][CH2:4]1.O1CCN([C:22]2[CH2:27][CH2:26][CH2:25][CH2:24][CH:23]=2)CC1.C(N(CC)CC)C. (4) Given the product [CH2:23]([C:19]1[CH:20]=[C:21]([CH3:22])[C:16]([N:13]2[CH2:14][CH2:15][N:10]([C:8]([C:5]3[CH:6]=[CH:7][C:2]([N:28]4[CH2:29][CH2:30][O:26][C:27]4=[O:31])=[CH:3][C:4]=3[F:25])=[O:9])[CH2:11][CH2:12]2)=[N:17][CH:18]=1)[CH3:24], predict the reactants needed to synthesize it. The reactants are: Br[C:2]1[CH:7]=[CH:6][C:5]([C:8]([N:10]2[CH2:15][CH2:14][N:13]([C:16]3[C:21]([CH3:22])=[CH:20][C:19]([CH2:23][CH3:24])=[CH:18][N:17]=3)[CH2:12][CH2:11]2)=[O:9])=[C:4]([F:25])[CH:3]=1.[O:26]1[CH2:30][CH2:29][NH:28][C:27]1=[O:31]. (5) The reactants are: Br[C:2]1[CH:3]=[C:4]([O:8][CH:9]([CH3:11])[CH3:10])[CH:5]=[N:6][CH:7]=1.[CH3:12][N:13]([C:19]([O:21][C:22]([CH3:25])([CH3:24])[CH3:23])=[O:20])[CH:14]([CH2:16][CH:17]=[CH2:18])[CH3:15].C1(C)C=CC=CC=1P(C1C=CC=CC=1C)C1C=CC=CC=1C. Given the product [CH3:12][N:13]([C:19]([O:21][C:22]([CH3:23])([CH3:25])[CH3:24])=[O:20])[CH:14]([CH2:16]/[CH:17]=[CH:18]/[C:2]1[CH:7]=[N:6][CH:5]=[C:4]([O:8][CH:9]([CH3:11])[CH3:10])[CH:3]=1)[CH3:15], predict the reactants needed to synthesize it. (6) The reactants are: Br[C:2]1[CH:20]=[C:19]([C:21]([F:24])([F:23])[F:22])[C:5]2[NH:6][C:7]([C:9]3[N:10]=[C:11]([C:15]([CH3:18])([CH3:17])[CH3:16])[O:12][C:13]=3[CH3:14])=[N:8][C:4]=2[CH:3]=1.[F:25][C:26]([F:37])([F:36])[C:27]1[CH:32]=[CH:31][CH:30]=[CH:29][C:28]=1B(O)O. Given the product [C:15]([C:11]1[O:12][C:13]([CH3:14])=[C:9]([C:7]2[NH:6][C:5]3[C:19]([C:21]([F:22])([F:23])[F:24])=[CH:20][C:2]([C:28]4[CH:29]=[CH:30][CH:31]=[CH:32][C:27]=4[C:26]([F:37])([F:36])[F:25])=[CH:3][C:4]=3[N:8]=2)[N:10]=1)([CH3:18])([CH3:17])[CH3:16], predict the reactants needed to synthesize it. (7) Given the product [CH3:31][N:29]1[CH:30]=[C:26]([NH:25][C:22]2[N:21]=[C:20]3[N:16]([CH2:15][C:14]4[CH:13]=[C:12]([CH:34]=[CH:33][CH:32]=4)[O:11][CH2:10][CH2:9][OH:8])[N:17]=[CH:18][C:19]3=[CH:24][N:23]=2)[CH:27]=[N:28]1, predict the reactants needed to synthesize it. The reactants are: C([O:8][CH2:9][CH2:10][O:11][C:12]1[CH:13]=[C:14]([CH:32]=[CH:33][CH:34]=1)[CH2:15][N:16]1[C:20]2=[N:21][C:22]([NH:25][C:26]3[CH:27]=[N:28][N:29]([CH3:31])[CH:30]=3)=[N:23][CH:24]=[C:19]2[CH:18]=[N:17]1)C1C=CC=CC=1.